From a dataset of Full USPTO retrosynthesis dataset with 1.9M reactions from patents (1976-2016). Predict the reactants needed to synthesize the given product. (1) Given the product [OH:9][C:3]1[CH:4]=[CH:5][C:6]([Cl:8])=[CH:7][C:2]=1[NH:1][C:13](=[O:14])[C:12]1[CH:16]=[C:17]([N+:20]([O-:22])=[O:21])[CH:18]=[CH:19][C:11]=1[F:10], predict the reactants needed to synthesize it. The reactants are: [NH2:1][C:2]1[CH:7]=[C:6]([Cl:8])[CH:5]=[CH:4][C:3]=1[OH:9].[F:10][C:11]1[CH:19]=[CH:18][C:17]([N+:20]([O-:22])=[O:21])=[CH:16][C:12]=1[C:13](Cl)=[O:14]. (2) Given the product [CH:64]1([NH:63][C:50]2[N:49]=[C:48]([NH:70][C:71]3[CH:76]=[CH:75][C:74]([C:77]([N:79]4[CH2:80][CH2:81][N:82]([CH3:85])[CH2:83][CH2:84]4)=[O:78])=[CH:73][C:72]=3[CH3:86])[N:56]=[C:55]3[C:51]=2[N:52]=[CH:53][N:54]3[CH:57]2[CH2:62][CH2:61][CH2:60][CH2:59][O:58]2)[CH2:69][CH2:68][CH2:67][CH2:66][CH2:65]1, predict the reactants needed to synthesize it. The reactants are: C1C=CC(P(C2C(C3C(P(C4C=CC=CC=4)C4C=CC=CC=4)=CC=C4C=3C=CC=C4)=C3C(C=CC=C3)=CC=2)C2C=CC=CC=2)=CC=1.Cl[C:48]1[N:56]=[C:55]2[C:51]([N:52]=[CH:53][N:54]2[CH:57]2[CH2:62][CH2:61][CH2:60][CH2:59][O:58]2)=[C:50]([NH:63][CH:64]2[CH2:69][CH2:68][CH2:67][CH2:66][CH2:65]2)[N:49]=1.[NH2:70][C:71]1[CH:76]=[CH:75][C:74]([C:77]([N:79]2[CH2:84][CH2:83][N:82]([CH3:85])[CH2:81][CH2:80]2)=[O:78])=[CH:73][C:72]=1[CH3:86].C([O-])([O-])=O.[Cs+].[Cs+]. (3) Given the product [Cl:1][C:2]1[CH:19]=[CH:18][C:5]([CH2:6][O:7][C:8]([N:10]2[CH2:15][CH2:14][CH:13]([CH2:16][NH:17][C:21]3[N:26]=[CH:25][C:24]([F:27])=[CH:23][N:22]=3)[CH2:12][CH2:11]2)=[O:9])=[CH:4][CH:3]=1, predict the reactants needed to synthesize it. The reactants are: [Cl:1][C:2]1[CH:19]=[CH:18][C:5]([CH2:6][O:7][C:8]([N:10]2[CH2:15][CH2:14][CH:13]([CH2:16][NH2:17])[CH2:12][CH2:11]2)=[O:9])=[CH:4][CH:3]=1.Cl[C:21]1[N:26]=[CH:25][C:24]([F:27])=[CH:23][N:22]=1.C(N(CC)CC)C.